From a dataset of Experimentally validated miRNA-target interactions with 360,000+ pairs, plus equal number of negative samples. Binary Classification. Given a miRNA mature sequence and a target amino acid sequence, predict their likelihood of interaction. (1) The miRNA is hsa-miR-1273c with sequence GGCGACAAAACGAGACCCUGUC. The protein sequence of the target gene is MSPEVALNRISPMLSPFISSVVRNGKVGLDATNCLRITDLKSGCTSLTPGPNCDRFKLHIPYAGETLKWDIIFNAQYPELPPDFIFGEDAEFLPDPSALQNLASWNPSNPECLLLVVKELVQQYHQFQCSRLRESSRLMFEYQTLLEEPQYGENMEIYAGKKNNWTGEFSARFLLKLPVDFSNIPTYLLKDVNEDPGEDVALLSVSFEDTEATQVYPKLYLSPRIEHALGGSSALHIPAFPGGGCLIDYVPQVCHLLTNKVQYVIQGYHKRREYIAAFLSHFGTGVVEYDAEGFTKLTLL.... Result: 0 (no interaction). (2) The miRNA is hsa-miR-622 with sequence ACAGUCUGCUGAGGUUGGAGC. The protein sequence of the target gene is MGVEIETISPGDGRTFPKKGQTCVVHYTGMLQNGKKFDSSRDRNKPFKFRIGKQEVIKGFEEGAAQMSLGQRAKLTCTPDVAYGATGHPGVIPPNATLIFDVELLNLE. Result: 0 (no interaction). (3) The miRNA is hsa-miR-1910-3p with sequence GAGGCAGAAGCAGGAUGACA. The protein sequence of the target gene is MDPLSELQDDLTLDDTSEALNQLKLASIDEKNWPSDEMPDFPKSDDSKSSSPELVTHLKWDDPYYDIARHQIVEVAGDDKYGRKIIVFSACRMPPSHQLDHSKLLGYLKHTLDQYVESDYTLLYLHHGLTSDNKPSLSWLRDAYREFDRKYKKNIKALYIVHPTMFIKTLLILFKPLISFKFGQKIFYVNYLSELSEHVKLEQLGIPRQVLKYDDFLKSTQKSPATAPKPMPPRPPLPNQQFGVSLQHLQEKNPEQEPIPIVLRETVAYLQAHALTTEGIFRRSANTQVVREVQQKYNMG.... Result: 1 (interaction). (4) The miRNA is mmu-miR-759 with sequence GCAGAGUGCAAACAAUUUUGAC. The protein sequence of the target gene is MAPRKRGGRGISFIFCCFRNNDHPEITYRLRNDSNFALQTMEPALPMPPVEELDVMFSELVDELDLTDKHREAMFALPAEKKWQIYCSKKKDQEENKGATSWPEFYIDQLNSMAARKSLLALEKEEEEERSKTIESLKTALRTKPMRFVTRFIDLDGLSCILNFLKTMDYETSESRIHTSLIGCIKALMNNSQGRAHVLAHSESINVIAQSLSTENIKTKVAVLEILGAVCLVPGGHKKVLQAMLHYQKYASERTRFQTLINDLDKSTGRYRDEVSLKTAIMSFINAVLSQGAGVESLDF.... Result: 0 (no interaction).